This data is from NCI-60 drug combinations with 297,098 pairs across 59 cell lines. The task is: Regression. Given two drug SMILES strings and cell line genomic features, predict the synergy score measuring deviation from expected non-interaction effect. (1) Drug 1: CC1=C(C=C(C=C1)C(=O)NC2=CC(=CC(=C2)C(F)(F)F)N3C=C(N=C3)C)NC4=NC=CC(=N4)C5=CN=CC=C5. Drug 2: C(CCl)NC(=O)N(CCCl)N=O. Cell line: IGROV1. Synergy scores: CSS=-0.339, Synergy_ZIP=-0.199, Synergy_Bliss=-0.438, Synergy_Loewe=-6.22, Synergy_HSA=-6.09. (2) Drug 1: C1CC(=O)NC(=O)C1N2CC3=C(C2=O)C=CC=C3N. Drug 2: CC1CCCC2(C(O2)CC(NC(=O)CC(C(C(=O)C(C1O)C)(C)C)O)C(=CC3=CSC(=N3)C)C)C. Cell line: OVCAR-8. Synergy scores: CSS=1.84, Synergy_ZIP=-0.479, Synergy_Bliss=-3.99, Synergy_Loewe=-3.59, Synergy_HSA=-4.50. (3) Drug 1: C(=O)(N)NO. Drug 2: CC1CCC2CC(C(=CC=CC=CC(CC(C(=O)C(C(C(=CC(C(=O)CC(OC(=O)C3CCCCN3C(=O)C(=O)C1(O2)O)C(C)CC4CCC(C(C4)OC)O)C)C)O)OC)C)C)C)OC. Cell line: HOP-62. Synergy scores: CSS=8.67, Synergy_ZIP=-0.726, Synergy_Bliss=4.24, Synergy_Loewe=-24.0, Synergy_HSA=-3.13. (4) Drug 1: CNC(=O)C1=NC=CC(=C1)OC2=CC=C(C=C2)NC(=O)NC3=CC(=C(C=C3)Cl)C(F)(F)F. Drug 2: CC1C(C(CC(O1)OC2CC(CC3=C2C(=C4C(=C3O)C(=O)C5=C(C4=O)C(=CC=C5)OC)O)(C(=O)CO)O)N)O.Cl. Cell line: NCI-H226. Synergy scores: CSS=42.2, Synergy_ZIP=-2.14, Synergy_Bliss=-2.08, Synergy_Loewe=-38.7, Synergy_HSA=-4.31. (5) Drug 1: C1C(C(OC1N2C=C(C(=O)NC2=O)F)CO)O. Drug 2: CC=C1C(=O)NC(C(=O)OC2CC(=O)NC(C(=O)NC(CSSCCC=C2)C(=O)N1)C(C)C)C(C)C. Cell line: U251. Synergy scores: CSS=65.2, Synergy_ZIP=-4.53, Synergy_Bliss=-1.66, Synergy_Loewe=-25.1, Synergy_HSA=-0.801. (6) Drug 1: C1=CN(C=N1)CC(O)(P(=O)(O)O)P(=O)(O)O. Drug 2: B(C(CC(C)C)NC(=O)C(CC1=CC=CC=C1)NC(=O)C2=NC=CN=C2)(O)O. Cell line: BT-549. Synergy scores: CSS=44.3, Synergy_ZIP=1.83, Synergy_Bliss=-0.986, Synergy_Loewe=-5.03, Synergy_HSA=-4.17.